Dataset: Forward reaction prediction with 1.9M reactions from USPTO patents (1976-2016). Task: Predict the product of the given reaction. (1) Given the reactants [CH:1]1([C:4]2[N:5](S(N(C)C)(=O)=O)[CH:6]=[CH:7][N:8]=2)[CH2:3][CH2:2]1.C([Li])CCC.CN([CH:23]=[O:24])C.Cl.C(=O)(O)[O-].[Na+], predict the reaction product. The product is: [CH:1]1([C:4]2[NH:5][CH:6]=[C:7]([CH:23]=[O:24])[N:8]=2)[CH2:3][CH2:2]1. (2) The product is: [CH3:12][NH:13][CH2:2][C:3]1[CH:11]=[CH:10][C:6]([C:7]([OH:9])=[O:8])=[CH:5][CH:4]=1. Given the reactants Br[CH2:2][C:3]1[CH:11]=[CH:10][C:6]([C:7]([OH:9])=[O:8])=[CH:5][CH:4]=1.[CH3:12][NH2:13], predict the reaction product. (3) Given the reactants [CH2:1]([N:8]([CH2:33][C:34]1[CH:39]=[CH:38][CH:37]=[CH:36][CH:35]=1)[C@@H:9]([C@H:20]([CH2:28][CH:29]([OH:32])[CH2:30][OH:31])[C:21]([O:23][C:24]([CH3:27])([CH3:26])[CH3:25])=[O:22])[C:10]([O:12][CH2:13][C:14]1[CH:19]=[CH:18][CH:17]=[CH:16][CH:15]=1)=[O:11])[C:2]1[CH:7]=[CH:6][CH:5]=[CH:4][CH:3]=1.[CH3:40][S:41](Cl)(=[O:43])=[O:42].C(O)(=O)CC(CC(O)=O)(C(O)=O)O, predict the reaction product. The product is: [CH2:1]([N:8]([CH2:33][C:34]1[CH:35]=[CH:36][CH:37]=[CH:38][CH:39]=1)[C@@H:9]([C@H:20]([CH2:28][CH:29]([OH:32])[CH2:30][O:31][S:41]([CH3:40])(=[O:43])=[O:42])[C:21]([O:23][C:24]([CH3:27])([CH3:26])[CH3:25])=[O:22])[C:10]([O:12][CH2:13][C:14]1[CH:19]=[CH:18][CH:17]=[CH:16][CH:15]=1)=[O:11])[C:2]1[CH:7]=[CH:6][CH:5]=[CH:4][CH:3]=1. (4) Given the reactants O=P(Cl)(Cl)Cl.P(Cl)(Cl)(Cl)(Cl)[Cl:7].[CH3:12][C:13]([C:15]([CH3:23])([CH3:22])[C:16]1[CH:21]=[CH:20][CH:19]=[CH:18][CH:17]=1)=O.[OH-].[NH4+], predict the reaction product. The product is: [CH3:22][C:15]([C:13]([Cl:7])=[CH2:12])([CH3:23])[C:16]1[CH:21]=[CH:20][CH:19]=[CH:18][CH:17]=1. (5) Given the reactants [C:1]([C:3]1[CH:4]=[C:5]([C:13]2[O:17][N:16]=[C:15]([C:18]3[C:19]([CH3:33])=[C:20]4[C:25](=[CH:26][CH:27]=3)[CH2:24][N:23]([CH2:28][C:29]([O:31]C)=[O:30])[CH2:22][CH2:21]4)[N:14]=2)[CH:6]=[CH:7][C:8]=1[O:9][CH:10]([CH3:12])[CH3:11])#[N:2].[OH-].[Na+], predict the reaction product. The product is: [C:1]([C:3]1[CH:4]=[C:5]([C:13]2[O:17][N:16]=[C:15]([C:18]3[C:19]([CH3:33])=[C:20]4[C:25](=[CH:26][CH:27]=3)[CH2:24][N:23]([CH2:28][C:29]([OH:31])=[O:30])[CH2:22][CH2:21]4)[N:14]=2)[CH:6]=[CH:7][C:8]=1[O:9][CH:10]([CH3:12])[CH3:11])#[N:2]. (6) Given the reactants [NH2:1][C:2]1[C:10]2[C:5](=[CH:6][C:7]([C:11]3[N:12]=[C:13]([C@@H:17]([NH:25][C:26](=[O:32])OC(C)(C)C)[CH2:18][C:19]4[CH:24]=[CH:23][CH:22]=[CH:21][CH:20]=4)[NH:14][C:15]=3[Cl:16])=[CH:8][CH:9]=2)[NH:4][N:3]=1.[C:33]([C:35]1[CH:43]=[CH:42][C:38](C(O)=O)=[CH:37][C:36]=1[F:44])#[N:34], predict the reaction product. The product is: [NH2:1][C:2]1[C:10]2[C:5](=[CH:6][C:7]([C:11]3[N:12]=[C:13]([C@@H:17]([NH:25][C:26](=[O:32])[C:38]4[CH:42]=[CH:43][C:35]([C:33]#[N:34])=[C:36]([F:44])[CH:37]=4)[CH2:18][C:19]4[CH:24]=[CH:23][CH:22]=[CH:21][CH:20]=4)[NH:14][C:15]=3[Cl:16])=[CH:8][CH:9]=2)[NH:4][N:3]=1. (7) Given the reactants C[C:2]([O:5][C:6](=[O:25])[CH2:7][O:8][CH:9]1[CH2:14][CH2:13][N:12]([C:15]([O:17][CH2:18][C:19]2[CH:24]=[CH:23][CH:22]=[CH:21][CH:20]=2)=[O:16])[CH2:11][CH2:10]1)(C)C.FC(F)(F)C(O)=O.C(=O)([O-])[O-].[K+].[K+].CI, predict the reaction product. The product is: [CH3:2][O:5][C:6](=[O:25])[CH2:7][O:8][CH:9]1[CH2:14][CH2:13][N:12]([C:15]([O:17][CH2:18][C:19]2[CH:20]=[CH:21][CH:22]=[CH:23][CH:24]=2)=[O:16])[CH2:11][CH2:10]1.